Dataset: Full USPTO retrosynthesis dataset with 1.9M reactions from patents (1976-2016). Task: Predict the reactants needed to synthesize the given product. Given the product [OH:8][C:9]1[CH:14]=[C:13]([OH:15])[CH:12]=[CH:11][C:10]=1[C@H:23]1[CH2:24][CH2:25][C@H:26]([NH:29][C:30](=[O:32])[CH3:31])[CH2:27][CH2:28]1, predict the reactants needed to synthesize it. The reactants are: [Si]([O:8][C:9]1[CH:14]=[C:13]([O:15][Si](C(C)(C)C)(C)C)[CH:12]=[CH:11][C:10]=1[C@H:23]1[CH2:28][CH2:27][C@H:26]([NH:29][C:30](=[O:32])[CH3:31])[CH2:25][CH2:24]1)(C(C)(C)C)(C)C.[F-].C([N+](CCCC)(CCCC)CCCC)CCC.C(=O)(O)[O-].[Na+].